This data is from Reaction yield outcomes from USPTO patents with 853,638 reactions. The task is: Predict the reaction yield, written as a fraction of the theoretical maximum amount of product (1.0 means a 100% yield; for example, 0.34 means a 34% yield). (1) The yield is 1.00. The reactants are Cl[C:2]1[CH:7]=[C:6]([O:8][C:9]2[C:10]([CH3:20])=[CH:11][C:12]([NH:16][C:17](=[O:19])[CH3:18])=[N:13][C:14]=2[CH3:15])[CH:5]=[CH:4][N:3]=1.[CH3:21][N:22]1[CH:26]=[C:25](B2OC(C)(C)C(C)(C)O2)[CH:24]=[N:23]1.C([O-])([O-])=O.[K+].[K+]. The catalyst is O1CCOCC1.O.C1C=CC([P]([Pd]([P](C2C=CC=CC=2)(C2C=CC=CC=2)C2C=CC=CC=2)([P](C2C=CC=CC=2)(C2C=CC=CC=2)C2C=CC=CC=2)[P](C2C=CC=CC=2)(C2C=CC=CC=2)C2C=CC=CC=2)(C2C=CC=CC=2)C2C=CC=CC=2)=CC=1. The product is [CH3:20][C:10]1[C:9]([O:8][C:6]2[CH:5]=[CH:4][N:3]=[C:2]([C:25]3[CH:24]=[N:23][N:22]([CH3:21])[CH:26]=3)[CH:7]=2)=[C:14]([CH3:15])[N:13]=[C:12]([NH:16][C:17](=[O:19])[CH3:18])[CH:11]=1. (2) The product is [C:1]([C:3]1[CH:4]=[C:5]([N:9]([NH:17][CH2:24][CH2:25][CH3:26])[C:10]([O:12][C:13]([CH3:14])([CH3:15])[CH3:16])=[O:11])[CH:6]=[CH:7][CH:8]=1)#[N:2]. The reactants are [C:1]([C:3]1[CH:4]=[C:5]([N:9]([N:17]([CH2:24][CH2:25][CH3:26])C(=O)C(F)(F)F)[C:10]([O:12][C:13]([CH3:16])([CH3:15])[CH3:14])=[O:11])[CH:6]=[CH:7][CH:8]=1)#[N:2].O.[OH-].[Li+]. The catalyst is CO. The yield is 0.638. (3) The reactants are CO[C:3](=[O:14])[C:4]1[CH:9]=[C:8]([N+:10]([O-:12])=[O:11])[CH:7]=[CH:6][C:5]=1F.C([O-])([O-])=O.[K+].[K+].Cl.[CH:22]1([NH:28][NH2:29])[CH2:27][CH2:26][CH2:25][CH2:24][CH2:23]1.CO. The catalyst is CN(C=O)C.C(Cl)Cl. The product is [CH:22]1([N:28]2[C:5]3[C:4](=[CH:9][C:8]([N+:10]([O-:12])=[O:11])=[CH:7][CH:6]=3)[C:3](=[O:14])[NH:29]2)[CH2:27][CH2:26][CH2:25][CH2:24][CH2:23]1. The yield is 0.140. (4) The reactants are [H-].[Na+].CO[C:5](=[O:16])[CH2:6][CH2:7][C:8]1[CH:13]=[CH:12][N:11]=[C:10]([O:14][CH3:15])[CH:9]=1.C(OC)=O.[NH2:21][C:22]([NH2:24])=[S:23].[CH2:25](N(CC)CC)C. The catalyst is COCCOC. The product is [CH3:15][O:14][C:10]1[CH:9]=[C:8]([CH2:7][C:6]2[C:5](=[O:16])[NH:21][C:22](=[S:23])[NH:24][CH:25]=2)[CH:13]=[CH:12][N:11]=1. The yield is 0.587.